Dataset: Forward reaction prediction with 1.9M reactions from USPTO patents (1976-2016). Task: Predict the product of the given reaction. (1) Given the reactants Cl[C:2]1[CH:7]=[CH:6][C:5]([CH:8]2[CH2:13][CH2:12][CH2:11][N:10]([C:14]([C:16]3[CH:21]=[CH:20][N:19]=[C:18]([F:22])[CH:17]=3)=[O:15])[CH2:9]2)=[CH:4][CH:3]=1.F[C:24]1C=C(C=CN=1)C(O)=O.Cl.CC1C=CC=CC=1C1CCCNC1, predict the reaction product. The product is: [F:22][C:18]1[CH:17]=[C:16]([C:14]([N:10]2[CH2:11][CH2:12][CH2:13][CH:8]([C:5]3[CH:6]=[CH:7][CH:2]=[CH:3][C:4]=3[CH3:24])[CH2:9]2)=[O:15])[CH:21]=[CH:20][N:19]=1. (2) Given the reactants [NH2:1][C:2]1[O:6][CH:5]([C:7]2[C:12]([F:13])=[CH:11][CH:10]=[CH:9][C:8]=2[F:14])[C:4](=[O:15])[C:3]=1[OH:16].C(N(CC)CC)C.[C:24]1([CH2:30][S:31](Cl)(=[O:33])=[O:32])[CH:29]=[CH:28][CH:27]=[CH:26][CH:25]=1.[Cl-].[NH4+], predict the reaction product. The product is: [F:14][C:8]1[CH:9]=[CH:10][CH:11]=[C:12]([F:13])[C:7]=1[CH:5]1[C:4](=[O:15])[C:3]([O:16][S:31]([CH2:30][C:24]2[CH:29]=[CH:28][CH:27]=[CH:26][CH:25]=2)(=[O:33])=[O:32])=[C:2]([NH2:1])[O:6]1. (3) Given the reactants C([O:8][C:9]1[CH:10]=[C:11]2[C:15](=[CH:16][CH:17]=1)[N:14]([C:18]1[CH:23]=[CH:22][C:21]([F:24])=[CH:20][CH:19]=1)[CH:13]=[CH:12]2)C1C=CC=CC=1, predict the reaction product. The product is: [F:24][C:21]1[CH:22]=[CH:23][C:18]([N:14]2[C:15]3[C:11](=[CH:10][C:9]([OH:8])=[CH:17][CH:16]=3)[CH:12]=[CH:13]2)=[CH:19][CH:20]=1. (4) Given the reactants [Cl:1][C:2]1[CH:3]=[C:4]([CH:8]=[C:9]([Cl:21])[C:10]=1[O:11][C:12]1[CH:17]=[CH:16][C:15]([N+:18]([O-:20])=[O:19])=[CH:14][CH:13]=1)[C:5]([OH:7])=O.Cl.[CH3:23][O:24][C:25](=[O:28])[CH2:26][NH2:27].CCN=C=NCCCN(C)C.C1C=CC2N(O)N=NC=2C=1, predict the reaction product. The product is: [CH3:23][O:24][C:25](=[O:28])[CH2:26][NH:27][C:5](=[O:7])[C:4]1[CH:8]=[C:9]([Cl:21])[C:10]([O:11][C:12]2[CH:17]=[CH:16][C:15]([N+:18]([O-:20])=[O:19])=[CH:14][CH:13]=2)=[C:2]([Cl:1])[CH:3]=1.